The task is: Predict the reaction yield, written as a fraction of the theoretical maximum amount of product (1.0 means a 100% yield; for example, 0.34 means a 34% yield).. This data is from Reaction yield outcomes from USPTO patents with 853,638 reactions. (1) The reactants are [NH2:1][CH:2]([C:5]1[N:10]([CH2:11][C:12]2[CH:17]=[CH:16][CH:15]=[CH:14][CH:13]=2)[C:9](=[O:18])[C:8]2=[CH:19][CH:20]=[CH:21][N:7]2[N:6]=1)[CH2:3][CH3:4].[C:22]([O:26][C:27](=[O:33])[NH:28][CH2:29][CH2:30][CH:31]=O)([CH3:25])([CH3:24])[CH3:23].[BH-](OC(C)=O)(OC(C)=O)OC(C)=O.[Na+]. The catalyst is CO. The product is [C:22]([O:26][C:27](=[O:33])[NH:28][CH2:29][CH2:30][CH2:31][NH:1][CH:2]([C:5]1[N:10]([CH2:11][C:12]2[CH:13]=[CH:14][CH:15]=[CH:16][CH:17]=2)[C:9](=[O:18])[C:8]2=[CH:19][CH:20]=[CH:21][N:7]2[N:6]=1)[CH2:3][CH3:4])([CH3:25])([CH3:24])[CH3:23]. The yield is 0.730. (2) The reactants are [F:1][C:2]1[CH:7]=[CH:6][C:5]([N:8]2[CH2:13][CH2:12][NH:11][CH2:10][CH2:9]2)=[CH:4][CH:3]=1.[NH2:14][C:15](=[O:29])[C@@H:16]([NH:18][C:19]1[N:24]=[C:23](Cl)[N:22]=[C:21]([C:26]([NH2:28])=[O:27])[CH:20]=1)[CH3:17].C([O-])([O-])=O.[Cs+].[Cs+].CCOC(C)=O. The catalyst is CN(C=O)C. The product is [NH2:14][C:15](=[O:29])[C@@H:16]([NH:18][C:19]1[N:24]=[C:23]([N:11]2[CH2:12][CH2:13][N:8]([C:5]3[CH:4]=[CH:3][C:2]([F:1])=[CH:7][CH:6]=3)[CH2:9][CH2:10]2)[N:22]=[C:21]([C:26]([NH2:28])=[O:27])[CH:20]=1)[CH3:17]. The yield is 0.800. (3) The reactants are [CH3:1][C:2]1[CH:7]=[CH:6][C:5]([S:8](Cl)(=[O:10])=[O:9])=[CH:4][CH:3]=1.[NH2:12][C:13]1[CH:14]=[C:15]([CH:19]2[CH2:28][C:27]([CH3:30])([CH3:29])[C:26]3[C:21](=[CH:22][CH:23]=[C:24]([C:31]#[N:32])[CH:25]=3)[NH:20]2)[CH:16]=[CH:17][CH:18]=1.N1C=CC=CC=1. The catalyst is ClCCl. The product is [C:31]([C:24]1[CH:25]=[C:26]2[C:21](=[CH:22][CH:23]=1)[NH:20][CH:19]([C:15]1[CH:14]=[C:13]([NH:12][S:8]([C:5]3[CH:6]=[CH:7][C:2]([CH3:1])=[CH:3][CH:4]=3)(=[O:10])=[O:9])[CH:18]=[CH:17][CH:16]=1)[CH2:28][C:27]2([CH3:30])[CH3:29])#[N:32]. The yield is 0.386. (4) The reactants are [Cl:1][C:2]1[CH:3]=[N:4][C:5]([OH:11])=[C:6]([CH:10]=1)[C:7]([OH:9])=O.[F:12][C:13]([F:26])([F:25])[C:14]1[CH:15]=[C:16]([CH:18]=[C:19]([C:21]([F:24])([F:23])[F:22])[CH:20]=1)[NH2:17].N1C=CC=CC=1.P(Cl)(Cl)(Cl)=O.Cl. The catalyst is O1CCCC1.ClCCl.C(OCC)(=O)C. The product is [F:12][C:13]([F:25])([F:26])[C:14]1[CH:15]=[C:16]([NH:17][C:7]([C:6]2[C:5]([OH:11])=[N:4][CH:3]=[C:2]([Cl:1])[CH:10]=2)=[O:9])[CH:18]=[C:19]([C:21]([F:22])([F:24])[F:23])[CH:20]=1. The yield is 0.476. (5) The reactants are [Br:1][C:2]1[CH:3]=[CH:4][C:5]([OH:11])=[C:6]([C:8](=[O:10])[CH3:9])[CH:7]=1.C([O-])([O-])=O.[K+].[K+].[Br:18][CH2:19][CH2:20]Br. The catalyst is C(C(C)=O)C. The product is [Br:1][C:2]1[CH:3]=[CH:4][C:5]([O:11][CH2:20][CH2:19][Br:18])=[C:6]([C:8](=[O:10])[CH3:9])[CH:7]=1. The yield is 0.550.